This data is from Full USPTO retrosynthesis dataset with 1.9M reactions from patents (1976-2016). The task is: Predict the reactants needed to synthesize the given product. (1) Given the product [Cl:1][C:2]1[N:10]=[C:9]2[C:5]([N:6]=[C:7]([CH2:12][CH2:13][N:21]3[CH2:26][CH2:25][CH:24]([C:27]([OH:30])([CH3:29])[CH3:28])[CH2:23][CH2:22]3)[N:8]2[CH3:11])=[C:4]([N:15]2[CH2:20][CH2:19][O:18][CH2:17][CH2:16]2)[N:3]=1, predict the reactants needed to synthesize it. The reactants are: [Cl:1][C:2]1[N:10]=[C:9]2[C:5]([N:6]=[C:7]([CH2:12][CH:13]=O)[N:8]2[CH3:11])=[C:4]([N:15]2[CH2:20][CH2:19][O:18][CH2:17][CH2:16]2)[N:3]=1.[NH:21]1[CH2:26][CH2:25][CH:24]([C:27]([OH:30])([CH3:29])[CH3:28])[CH2:23][CH2:22]1.C(OC)(OC)OC.C(O)(=O)C.C(O[BH-](OC(=O)C)OC(=O)C)(=O)C.[Na+]. (2) Given the product [C:49]([O:53][C:54]([N:56]1[CH2:57][CH:58]=[C:59]([CH2:62][N:41]([C:38]2[CH:39]=[CH:40][C:35]([Cl:34])=[CH:36][C:37]=2[I:48])[C:42](=[O:47])[C:43]([F:45])([F:46])[F:44])[CH2:60][CH2:61]1)=[O:55])([CH3:52])([CH3:50])[CH3:51], predict the reactants needed to synthesize it. The reactants are: C1(P(C2C=CC=CC=2)C2C=CC=CC=2)C=CC=CC=1.CC(OC(/N=N/C(OC(C)C)=O)=O)C.[Cl:34][C:35]1[CH:40]=[CH:39][C:38]([NH:41][C:42](=[O:47])[C:43]([F:46])([F:45])[F:44])=[C:37]([I:48])[CH:36]=1.[C:49]([O:53][C:54]([N:56]1[CH2:61][CH:60]=[C:59]([CH2:62]O)[CH2:58][CH2:57]1)=[O:55])([CH3:52])([CH3:51])[CH3:50].